From a dataset of CYP2D6 inhibition data for predicting drug metabolism from PubChem BioAssay. Regression/Classification. Given a drug SMILES string, predict its absorption, distribution, metabolism, or excretion properties. Task type varies by dataset: regression for continuous measurements (e.g., permeability, clearance, half-life) or binary classification for categorical outcomes (e.g., BBB penetration, CYP inhibition). Dataset: cyp2d6_veith. (1) The molecule is NNS(=O)(=O)c1cc(C(=O)O)cc(C(=O)O)c1. The result is 0 (non-inhibitor). (2) The drug is CCOc1ccc(NC(=O)Cn2nnc(C(=O)NCc3ccccc3OC)c2N)cc1. The result is 0 (non-inhibitor). (3) The molecule is CC(=O)OC[C@H]1O[C@@H](O/N=C(\C)CCC(=O)OC[C@@H]2O[C@H](C#Cc3ccccc3)C=C[C@@H]2Oc2ccc(C)cc2)[C@H](OC(C)=O)[C@@H](OC(C)=O)[C@H]1OC(C)=O. The result is 1 (inhibitor). (4) The molecule is CSc1n[nH]c(-c2sccc2OCc2ccc(C)cc2)n1. The result is 0 (non-inhibitor). (5) The molecule is COCOc1ccc(Br)cc1C(=O)/C=C\c1ccc2c(c1)OCO2. The result is 1 (inhibitor). (6) The drug is CCCOC(=O)[C@H]1[C@@H]2CC[C@@H](O2)[C@@H]1C(=O)O. The result is 0 (non-inhibitor). (7) The compound is COc1ccc(/C=N/n2c(C)nnc2C)c(OC)c1. The result is 0 (non-inhibitor). (8) The drug is Cn1c(C(=O)O)c(CC(=O)NCc2cccnc2)c2ccccc21. The result is 0 (non-inhibitor).